This data is from Full USPTO retrosynthesis dataset with 1.9M reactions from patents (1976-2016). The task is: Predict the reactants needed to synthesize the given product. (1) Given the product [C:1]([N:21]([CH2:22][CH2:23][NH2:24])[CH2:20][CH2:19][NH2:18])([O:2][C:3]([CH3:4])([CH3:8])[CH3:25])=[O:17], predict the reactants needed to synthesize it. The reactants are: [C:1](=[O:17])([O-])[O:2][C:3]1[CH:8]=CC([N+]([O-])=O)=C[C:4]=1C(C)(C)C.[NH2:18][CH2:19][CH2:20][NH:21][CH2:22][CH2:23][NH2:24].[CH:25](Cl)(Cl)Cl. (2) Given the product [Br:1][C:2]1[CH:3]=[CH:4][CH:5]=[C:6]2[C:11]=1[N:10]=[C:9]([N:13]1[CH2:18][CH2:17][NH:16][CH2:15][CH2:14]1)[CH:8]=[CH:7]2, predict the reactants needed to synthesize it. The reactants are: [Br:1][C:2]1[CH:3]=[CH:4][CH:5]=[C:6]2[C:11]=1[N:10]=[C:9](Cl)[CH:8]=[CH:7]2.[NH:13]1[CH2:18][CH2:17][NH:16][CH2:15][CH2:14]1. (3) Given the product [Br:16][C:10]1[C:11]([CH3:15])=[N:12][N:13]([CH3:14])[C:9]=1[C:3]1[C:2]([F:1])=[CH:7][CH:6]=[CH:5][C:4]=1[F:8], predict the reactants needed to synthesize it. The reactants are: [F:1][C:2]1[CH:7]=[CH:6][CH:5]=[C:4]([F:8])[C:3]=1[C:9]1[N:13]([CH3:14])[N:12]=[C:11]([CH3:15])[CH:10]=1.[Br:16]N1C(=O)CCC1=O. (4) Given the product [Cl:22][C:23]1[CH:24]=[N:25][C:26]2[C:31]([C:32]=1[CH:33]=[O:34])=[C:30]([F:21])[C:29]([O:35][CH3:36])=[CH:28][CH:27]=2, predict the reactants needed to synthesize it. The reactants are: [B-](F)(F)(F)F.[B-](F)(F)(F)F.C1[N+]2(CCl)CC[N+]([F:21])(CC2)C1.[Cl:22][C:23]1[CH:24]=[N:25][C:26]2[C:31]([C:32]=1[CH:33]=[O:34])=[CH:30][C:29]([O:35][CH3:36])=[CH:28][CH:27]=2.C(OCC)(=O)C. (5) Given the product [Cl:1][C:2]1[N:3]=[N:4][C:5]([Cl:9])=[C:6]([S:21][C:13]2[CH:14]=[C:15]([C:17]([F:18])([F:19])[F:20])[CH:16]=[C:11]([F:10])[CH:12]=2)[N:7]=1, predict the reactants needed to synthesize it. The reactants are: [Cl:1][C:2]1[N:3]=[N:4][C:5]([Cl:9])=[C:6](Cl)[N:7]=1.[F:10][C:11]1[CH:12]=[C:13]([SH:21])[CH:14]=[C:15]([C:17]([F:20])([F:19])[F:18])[CH:16]=1.C(=O)([O-])[O-].[Na+].[Na+]. (6) Given the product [Cl:9][C:6]1[N:5]=[C:4]2[C:10](=[O:12])[N:20]([CH2:19][C:18]3[CH:21]=[CH:22][C:15]([F:14])=[CH:16][CH:17]=3)[CH2:2][C:3]2=[CH:8][CH:7]=1, predict the reactants needed to synthesize it. The reactants are: Br[CH2:2][C:3]1[C:4]([C:10]([O:12]C)=O)=[N:5][C:6]([Cl:9])=[CH:7][CH:8]=1.[F:14][C:15]1[CH:22]=[CH:21][C:18]([CH2:19][NH2:20])=[CH:17][CH:16]=1. (7) Given the product [Cl:1][C:2]1[CH:3]=[C:4]([C@@H:8]2[C@@H:13]([C:14]3[CH:15]=[CH:16][C:17]([Cl:20])=[CH:18][CH:19]=3)[N:12]([C@@H:21]([CH2:26][CH3:27])[CH2:22][OH:23])[C:11](=[O:28])[C@:10]([CH2:30][CH:31]3[CH2:35][O:34][C:33]([CH3:36])([CH3:37])[O:32]3)([CH3:29])[CH2:9]2)[CH:5]=[CH:6][CH:7]=1, predict the reactants needed to synthesize it. The reactants are: [Cl:1][C:2]1[CH:3]=[C:4]([C@@H:8]2[C@@H:13]([C:14]3[CH:19]=[CH:18][C:17]([Cl:20])=[CH:16][CH:15]=3)[N:12]([C@@H:21]([CH2:26][CH3:27])[C:22](OC)=[O:23])[C:11](=[O:28])[C@:10]([CH2:30][CH:31]3[CH2:35][O:34][C:33]([CH3:37])([CH3:36])[O:32]3)([CH3:29])[CH2:9]2)[CH:5]=[CH:6][CH:7]=1.[BH4-].[Li+]. (8) Given the product [F:1][C:2]1[CH:7]=[CH:6][C:5]([C@@H:8]2[N:17]([C:18]([O:19][C:20]([CH3:23])([CH3:22])[CH3:21])=[O:24])[CH2:16][CH2:15][N:10]3[C:11](=[O:14])[CH2:12][CH2:13][C@@H:9]23)=[C:4]([CH3:26])[CH:3]=1, predict the reactants needed to synthesize it. The reactants are: [F:1][C:2]1[CH:7]=[CH:6][C:5]([C@@H:8](O)[C@@H:9]2[CH2:13][CH2:12][C:11](=[O:14])[N:10]2[CH2:15][CH2:16][NH:17][C:18](=[O:24])[O:19][C:20]([CH3:23])([CH3:22])[CH3:21])=[C:4]([CH3:26])[CH:3]=1.CCN(CC)CC.CS(Cl)(=O)=O.N#N. (9) Given the product [CH3:32][S:33]([O:1][CH2:2][C:3]1[CH:4]=[C:5]([O:9][C:10]2[CH:11]=[C:12]3[C:16](=[CH:17][CH:18]=2)[N:15]([C:19](=[O:20])[NH:21][C:22]2[CH:26]=[C:25]([C:27]([F:29])([F:30])[F:28])[N:24]([CH3:31])[N:23]=2)[CH:14]=[CH:13]3)[N:6]=[CH:7][N:8]=1)(=[O:35])=[O:34], predict the reactants needed to synthesize it. The reactants are: [OH:1][CH2:2][C:3]1[N:8]=[CH:7][N:6]=[C:5]([O:9][C:10]2[CH:11]=[C:12]3[C:16](=[CH:17][CH:18]=2)[N:15]([C:19]([NH:21][C:22]2[CH:26]=[C:25]([C:27]([F:30])([F:29])[F:28])[N:24]([CH3:31])[N:23]=2)=[O:20])[CH:14]=[CH:13]3)[CH:4]=1.[CH3:32][S:33](Cl)(=[O:35])=[O:34].C(N(CC)CC)C.